From a dataset of Catalyst prediction with 721,799 reactions and 888 catalyst types from USPTO. Predict which catalyst facilitates the given reaction. (1) Reactant: [CH:1]1([C:7]2[CH:12]=[CH:11][C:10]([S:13](Cl)(=[O:15])=[O:14])=[CH:9][CH:8]=2)[CH2:6][CH2:5][CH2:4][CH2:3][CH2:2]1.[NH2:17][C:18]1[CH:22]=[CH:21][S:20][C:19]=1[C:23]([O:25][CH3:26])=[O:24].N1C=CC=CC=1. Product: [CH:1]1([C:7]2[CH:12]=[CH:11][C:10]([S:13]([NH:17][C:18]3[CH:22]=[CH:21][S:20][C:19]=3[C:23]([O:25][CH3:26])=[O:24])(=[O:15])=[O:14])=[CH:9][CH:8]=2)[CH2:6][CH2:5][CH2:4][CH2:3][CH2:2]1. The catalyst class is: 4. (2) Reactant: CS(C)=O.[H-].[Na+].[I-].[CH3:8][S+](C)(C)=O.[CH:13]1([NH:19][C:20]2[CH:29]=[C:28]3[C:23]([C:24](=[O:42])[C:25](/[CH:35]=[CH:36]/[C:37]([O:39][CH2:40][CH3:41])=[O:38])=[CH:26][N:27]3[CH:30]3[CH2:34][CH2:33][CH2:32][CH2:31]3)=[CH:22][C:21]=2[F:43])[CH2:18][CH2:17][CH2:16][CH2:15][CH2:14]1. Product: [CH:13]1([NH:19][C:20]2[CH:29]=[C:28]3[C:23]([C:24](=[O:42])[C:25]([CH:35]4[CH2:8][CH:36]4[C:37]([O:39][CH2:40][CH3:41])=[O:38])=[CH:26][N:27]3[CH:30]3[CH2:34][CH2:33][CH2:32][CH2:31]3)=[CH:22][C:21]=2[F:43])[CH2:14][CH2:15][CH2:16][CH2:17][CH2:18]1. The catalyst class is: 6. (3) Reactant: [C:1]1([C:14]2[CH:19]=[CH:18][CH:17]=[CH:16][CH:15]=2)[CH:6]=[CH:5][C:4]([NH:7][C:8](=[O:13])[CH2:9][C:10]([OH:12])=O)=[CH:3][CH:2]=1.CCN(C(C)C)C(C)C.C1C=CC2N(O)N=NC=2C=1.CCN=C=NCCCN(C)C.Cl.Cl.Cl.[CH3:53][C:54]1[CH:59]=[CH:58][C:57]([CH3:60])=[CH:56][C:55]=1[NH:61][CH:62]1[CH2:67][CH2:66][NH:65][CH2:64][CH2:63]1. Product: [C:1]1([C:14]2[CH:19]=[CH:18][CH:17]=[CH:16][CH:15]=2)[CH:2]=[CH:3][C:4]([NH:7][C:8](=[O:13])[CH2:9][C:10]([N:65]2[CH2:66][CH2:67][CH:62]([NH:61][C:55]3[CH:56]=[C:57]([CH3:60])[CH:58]=[CH:59][C:54]=3[CH3:53])[CH2:63][CH2:64]2)=[O:12])=[CH:5][CH:6]=1. The catalyst class is: 18. (4) Reactant: [F:1][C:2]1[CH:11]=[CH:10][CH:9]=[C:8]2[C:3]=1[CH:4]=[C:5]([C:16]([O:18]CC)=[O:17])[CH:6]([C:12]([F:15])([F:14])[F:13])[O:7]2.[OH-].[Li+].Cl. Product: [F:1][C:2]1[CH:11]=[CH:10][CH:9]=[C:8]2[C:3]=1[CH:4]=[C:5]([C:16]([OH:18])=[O:17])[CH:6]([C:12]([F:15])([F:14])[F:13])[O:7]2. The catalyst class is: 87.